From a dataset of Full USPTO retrosynthesis dataset with 1.9M reactions from patents (1976-2016). Predict the reactants needed to synthesize the given product. (1) Given the product [Cl:18][C:15]1[CH:16]=[CH:17][C:12]([S:9]([NH:8][C:6]2[CH:7]=[C:2]([Cl:1])[CH:3]=[CH:4][C:5]=2[SH:23])(=[O:11])=[O:10])=[CH:13][C:14]=1[C:19]([F:20])([F:22])[F:21], predict the reactants needed to synthesize it. The reactants are: [Cl:1][C:2]1[CH:3]=[CH:4][C:5]([S:23][S:23][C:5]2[CH:4]=[CH:3][C:2]([Cl:1])=[CH:7][C:6]=2[NH:8][S:9]([C:12]2[CH:17]=[CH:16][C:15]([Cl:18])=[C:14]([C:19]([F:22])([F:21])[F:20])[CH:13]=2)(=[O:11])=[O:10])=[C:6]([NH:8][S:9]([C:12]2[CH:17]=[CH:16][C:15]([Cl:18])=[C:14]([C:19]([F:22])([F:21])[F:20])[CH:13]=2)(=[O:11])=[O:10])[CH:7]=1.[BH4-].[Na+].Cl. (2) Given the product [N:1]1([C:7]([N:9]2[CH2:14][CH:13]([C:15]3[CH:16]=[CH:17][C:18]([O:21][C:22]([F:23])([F:24])[F:25])=[CH:19][CH:20]=3)[CH2:12][CH:11]([C:26]3[O:28][N:35]=[C:31]([CH2:32][CH2:33][CH3:34])[N:30]=3)[CH2:10]2)=[O:8])[CH2:2][CH2:3][O:4][CH2:5][CH2:6]1, predict the reactants needed to synthesize it. The reactants are: [N:1]1([C:7]([N:9]2[CH2:14][CH:13]([C:15]3[CH:20]=[CH:19][C:18]([O:21][C:22]([F:25])([F:24])[F:23])=[CH:17][CH:16]=3)[CH2:12][CH:11]([C:26]([OH:28])=O)[CH2:10]2)=[O:8])[CH2:6][CH2:5][O:4][CH2:3][CH2:2]1.O[N:30]=[C:31]([NH2:35])[CH2:32][CH2:33][CH3:34]. (3) The reactants are: [H-].[Na+].I[CH3:4].[F:5][CH:6]([F:30])[CH2:7][N:8]1[C:12]([N:13]2[CH2:19][CH2:18][CH2:17][C@@H:16]([NH:20][C:21](=[O:26])[C:22]([F:25])([F:24])[F:23])[CH2:15][CH2:14]2)=[C:11]([N+:27]([O-:29])=[O:28])[CH:10]=[N:9]1.O. Given the product [F:30][CH:6]([F:5])[CH2:7][N:8]1[C:12]([N:13]2[CH2:19][CH2:18][CH2:17][C@@H:16]([N:20]([CH3:4])[C:21](=[O:26])[C:22]([F:25])([F:24])[F:23])[CH2:15][CH2:14]2)=[C:11]([N+:27]([O-:29])=[O:28])[CH:10]=[N:9]1, predict the reactants needed to synthesize it. (4) Given the product [C:55]([C:42]1[CH:43]=[C:44]([C:51]([CH3:54])([CH3:53])[CH3:52])[CH:45]=[C:46]([C:47]([CH3:50])([CH3:49])[CH3:48])[C:41]=1[O:22][CH:14]([C:11]1[CH:12]=[CH:13][C:8]([C:7]([NH:6][CH2:5][CH2:4][C:3]([OH:39])=[O:2])=[O:38])=[CH:9][CH:10]=1)[CH2:15][CH2:16][CH2:17][C:18]([F:21])([F:20])[F:19])([CH3:58])([CH3:57])[CH3:56], predict the reactants needed to synthesize it. The reactants are: C[O:2][C:3](=[O:39])[CH2:4][CH2:5][NH:6][C:7](=[O:38])[C:8]1[CH:13]=[CH:12][C:11]([CH:14]([O:22]C2C=CC(B3OC(C)(C)C(C)(C)O3)=CC=2)[CH2:15][CH2:16][CH2:17][C:18]([F:21])([F:20])[F:19])=[CH:10][CH:9]=1.Br[C:41]1[C:46]([C:47]([CH3:50])([CH3:49])[CH3:48])=[CH:45][C:44]([C:51]([CH3:54])([CH3:53])[CH3:52])=[CH:43][C:42]=1[C:55]([CH3:58])([CH3:57])[CH3:56]. (5) The reactants are: [NH2:1][C:2]1[N:6]([C:7]2[CH:12]=[CH:11][CH:10]=[CH:9][C:8]=2[CH3:13])[N:5]=[C:4]([CH3:14])[C:3]=1[C:15]#[N:16].[CH:17]1[CH:18]=[CH:19][C:20](P([C:18]2[C:19]([C:18]3[C:19](P([C:18]4[CH:19]=[CH:20]C=[CH:22][CH:17]=4)[C:18]4[CH:19]=[CH:20]C=[CH:22][CH:17]=4)=[CH:20][CH:20]=[C:19]4[C:17]=3[CH:22]=[CH:22][CH:17]=[CH:18]4)=[C:20]3[C:22]([CH:17]=[CH:18][CH:19]=[CH:20]3)=[CH:22][CH:17]=2)[C:18]2[CH:19]=[CH:20]C=[CH:22][CH:17]=2)=C[CH:22]=1.[C:63](=O)([O-])[O-:64].[Cs+].[Cs+].[C:69]([O:72][CH2:73]C)(=[O:71])[CH3:70]. Given the product [CH3:73][O:72][C:69](=[O:71])[C:70]1[CH:20]=[C:19]([O:64][CH3:63])[CH:18]=[CH:17][C:22]=1[NH:1][C:2]1[N:6]([C:7]2[CH:12]=[CH:11][CH:10]=[CH:9][C:8]=2[CH3:13])[N:5]=[C:4]([CH3:14])[C:3]=1[C:15]#[N:16], predict the reactants needed to synthesize it.